From a dataset of Full USPTO retrosynthesis dataset with 1.9M reactions from patents (1976-2016). Predict the reactants needed to synthesize the given product. (1) Given the product [OH:2][C:3]1[C:11]2[O:10][C:9]([C:12]([OH:14])=[O:13])=[CH:8][C:7]=2[CH:6]=[C:5]([N+:17]([O-:19])=[O:18])[CH:4]=1, predict the reactants needed to synthesize it. The reactants are: C[O:2][C:3]1[C:11]2[O:10][C:9]([C:12]([O:14]CC)=[O:13])=[CH:8][C:7]=2[CH:6]=[C:5]([N+:17]([O-:19])=[O:18])[CH:4]=1.Br.O. (2) The reactants are: ClC1CCCCC1.[Li].Br[C:10]1[CH:15]=[CH:14][C:13]([C:16]([F:19])([F:18])[F:17])=[CH:12][CH:11]=1.[C:20](OC(=O)C)(=[O:22])[CH3:21].Cl. Given the product [CH3:21][C:20]([C:10]1[CH:15]=[CH:14][C:13]([C:16]([F:19])([F:18])[F:17])=[CH:12][CH:11]=1)=[O:22], predict the reactants needed to synthesize it. (3) Given the product [CH3:1][O:23][C:22](=[O:24])[C:21]1[C:16]([NH:15][C:12]2[CH:13]=[CH:14][C:9]([Br:8])=[CH:10][C:11]=2[Cl:27])=[C:17]([Cl:26])[C:18]([Cl:25])=[N:19][CH:20]=1, predict the reactants needed to synthesize it. The reactants are: [CH3:1][Si](C=[N+]=[N-])(C)C.[Br:8][C:9]1[CH:14]=[CH:13][C:12]([NH:15][C:16]2[C:21]([C:22]([OH:24])=[O:23])=[CH:20][N:19]=[C:18]([Cl:25])[C:17]=2[Cl:26])=[C:11]([Cl:27])[CH:10]=1. (4) Given the product [C:2]([C:3]1[CH:4]=[C:5]([NH2:6])[N:18]([C:15]2[CH:16]=[CH:17][C:12]([O:11][CH3:10])=[CH:13][CH:14]=2)[N:19]=1)([CH3:9])([CH3:8])[CH3:1], predict the reactants needed to synthesize it. The reactants are: [CH3:1][C:2]([CH3:9])([CH3:8])[C:3](=O)[CH2:4][C:5]#[N:6].[CH3:10][O:11][C:12]1[CH:17]=[CH:16][C:15]([NH:18][NH2:19])=[CH:14][CH:13]=1.CCCCC. (5) Given the product [F:19][C:20]1[CH:21]=[C:22]([C:23]([N:2]2[CH2:7][CH2:6][CH2:5][C@H:4]([C:8]3[N:12]=[C:11]([C:13]4[CH:18]=[CH:17][CH:16]=[CH:15][N:14]=4)[O:10][N:9]=3)[CH2:3]2)=[O:24])[CH:26]=[CH:27][C:28]=1[F:29], predict the reactants needed to synthesize it. The reactants are: Cl.[NH:2]1[CH2:7][CH2:6][CH2:5][C@H:4]([C:8]2[N:12]=[C:11]([C:13]3[CH:18]=[CH:17][CH:16]=[CH:15][N:14]=3)[O:10][N:9]=2)[CH2:3]1.[F:19][C:20]1[CH:21]=[C:22]([CH:26]=[CH:27][C:28]=1[F:29])[C:23](Cl)=[O:24]. (6) The reactants are: C[O:2][C:3](=[O:22])[C:4]1[C:5](=[C:10]([NH:14][CH2:15][C:16]2[O:17][C:18]([CH3:21])=[CH:19][CH:20]=2)[CH:11]=[CH:12][CH:13]=1)[C:6]([O:8]C)=[O:7].COCCNC1C=CC=C(C(O)=O)C=1C(O)=O. Given the product [CH3:21][C:18]1[O:17][C:16]([CH2:15][NH:14][C:10]2[CH:11]=[CH:12][CH:13]=[C:4]([C:3]([OH:22])=[O:2])[C:5]=2[C:6]([OH:8])=[O:7])=[CH:20][CH:19]=1, predict the reactants needed to synthesize it. (7) Given the product [N:8]1([C:2]2[N:7]=[CH:6][CH:5]=[CH:4][N:3]=2)[CH2:13][CH2:12][NH:11][CH2:10][CH2:9]1, predict the reactants needed to synthesize it. The reactants are: Cl[C:2]1[N:7]=[CH:6][CH:5]=[CH:4][N:3]=1.[NH:8]1[CH2:13][CH2:12][NH:11][CH2:10][CH2:9]1. (8) Given the product [Br:1][C:2]1[CH:3]=[C:4]([N+:9]([O-:11])=[O:10])[C:5]([NH:12][CH2:13][CH:14]2[CH2:19][CH2:18][O:17][CH2:16][CH2:15]2)=[N:6][CH:7]=1, predict the reactants needed to synthesize it. The reactants are: [Br:1][C:2]1[CH:3]=[C:4]([N+:9]([O-:11])=[O:10])[C:5](Cl)=[N:6][CH:7]=1.[NH2:12][CH2:13][CH:14]1[CH2:19][CH2:18][O:17][CH2:16][CH2:15]1.